Dataset: Catalyst prediction with 721,799 reactions and 888 catalyst types from USPTO. Task: Predict which catalyst facilitates the given reaction. (1) Reactant: [Br:1][C:2]1[CH:7]=[CH:6][C:5]([NH2:8])=[C:4]([F:9])[CH:3]=1.[Li+].C[Si]([N-][Si](C)(C)C)(C)C.[CH2:20]([O:23][C:24]1[CH:29]=[C:28]([F:30])[C:27]([F:31])=[C:26](F)[C:25]=1[N+:33]([O-:35])=[O:34])[CH:21]=[CH2:22]. Product: [CH2:20]([O:23][C:24]1[C:25]([N+:33]([O-:35])=[O:34])=[C:26]([NH:8][C:5]2[CH:6]=[CH:7][C:2]([Br:1])=[CH:3][C:4]=2[F:9])[C:27]([F:31])=[C:28]([F:30])[CH:29]=1)[CH:21]=[CH2:22]. The catalyst class is: 1. (2) Reactant: [CH2:1]([O:8][C:9]([N:11]1[CH2:20][CH2:19][C:18]2[C:13](=[CH:14][C:15]([OH:21])=[CH:16][CH:17]=2)[CH2:12]1)=[O:10])[C:2]1[CH:7]=[CH:6][CH:5]=[CH:4][CH:3]=1.[C:22]([O:26][C:27]([N:29]1[CH2:34][CH2:33][C:32]([C:38]#[N:39])([CH2:35][CH2:36]O)[CH2:31][CH2:30]1)=[O:28])([CH3:25])([CH3:24])[CH3:23].C1(P(C2C=CC=CC=2)C2C=CC=CC=2)C=CC=CC=1.N(C(OCC)=O)=NC(OCC)=O. Product: [CH2:1]([O:8][C:9]([N:11]1[CH2:20][CH2:19][C:18]2[C:13](=[CH:14][C:15]([O:21][CH2:36][CH2:35][C:32]3([C:38]#[N:39])[CH2:33][CH2:34][N:29]([C:27]([O:26][C:22]([CH3:24])([CH3:23])[CH3:25])=[O:28])[CH2:30][CH2:31]3)=[CH:16][CH:17]=2)[CH2:12]1)=[O:10])[C:2]1[CH:7]=[CH:6][CH:5]=[CH:4][CH:3]=1. The catalyst class is: 7.